From a dataset of Experimentally validated miRNA-target interactions with 360,000+ pairs, plus equal number of negative samples. Binary Classification. Given a miRNA mature sequence and a target amino acid sequence, predict their likelihood of interaction. (1) The miRNA is hsa-miR-136-5p with sequence ACUCCAUUUGUUUUGAUGAUGGA. The protein sequence of the target gene is MAVNPLLTPTGQQTIPLIPSPFGPPTVDRDVLPSTVAPTDPRQFCVPSQFGSSVLPNTNMANVLSSRIYPGWGILPPESIKAVARRNEMIQRHHTARTEMEMYAIYQQRRMEKINPKGLAGLGIPFLYGSSVPAAPAAYHGRSMLPAGDLHFHRSTLRNLQGNPMLAATAPHFEESWGQRCRRLRKNTGNQKALDSDAESSKSQAEEKILGQTHAVPYEEDHYAKDPDIEAPSNQKSSETNEKPTTALANTCGELEPTHRKPWGSHTTTLKAKAWDDGKEEASEQIFATCDEKNGVCPPV.... Result: 1 (interaction). (2) The miRNA is hsa-miR-6824-5p with sequence GUAGGGGAGGUUGGGCCAGGGA. The protein sequence of the target gene is MTELAGASSSCCHRPAGRGAMQSVLHHFQRLRGREGGSHFINTSSPRGEAKMSITSDEVNFLVYRYLQESGFSHSAFTFGIESHISQSNINGTLVPPAALISILQKGLQYVEAEISINEDGTVFDGRPIESLSLIDAVMPDVVQTRQQAFREKLAQQQASAAAAAAAATAAATAATTTSAGVSHQNPSKNREATVNGEENRAHSVNNHAKPMEIDGEVEIPSSKATVLRGHESEVFICAWNPVSDLLASGSGDSTARIWNLNENSNGGSTQLVLRHCIREGGHDVPSNKDVTSLDWNTNG.... Result: 0 (no interaction). (3) The miRNA is mmu-miR-182-5p with sequence UUUGGCAAUGGUAGAACUCACACCG. The protein sequence of the target gene is MHFSTVTRDMEAFAASSLSGLGSPSPGADPFGPREPPPPRYDPCAAVPGAPGPPPPRAYPFAPAPGAAGSSAAESEGPGASRAAAVKAPVKKNPKVASVSVQLEMKALWDEFNQLGTEMIVTKAGRRMFPTFQVKLFGMDPMADYMLLMDFVPVDDKRYRYAFHSSSWLVAGKADPATPGRVHYHPDSPAKGAQWMKQIVSFDKLKLTNNLLDDNGQIILNSMHRYQPRFHVVYVDPRKDSEKYAEENFKTFVFEETRFTAVTAYQNHRITQLKIASNPFAKGFRDCDPEDWPRNHRPGA.... Result: 1 (interaction).